Dataset: Forward reaction prediction with 1.9M reactions from USPTO patents (1976-2016). Task: Predict the product of the given reaction. (1) Given the reactants [CH2:1]([O:3][C:4](=[O:25])[CH2:5][C@@H:6]([NH:13][C:14]1[CH:19]=[C:18]([CH3:20])[N:17]=[C:16](Cl)[C:15]=1[N+:22]([O-])=O)[C:7]1[CH:12]=[CH:11][CH:10]=[CH:9][CH:8]=1)[CH3:2], predict the reaction product. The product is: [CH2:1]([O:3][C:4](=[O:25])[CH2:5][C@@H:6]([NH:13][C:14]1[C:15]([NH2:22])=[CH:16][N:17]=[C:18]([CH3:20])[CH:19]=1)[C:7]1[CH:8]=[CH:9][CH:10]=[CH:11][CH:12]=1)[CH3:2]. (2) Given the reactants [C:1]([CH2:4][CH2:5][CH2:6][CH2:7][CH2:8][N+:9]1[C:17]2[C:12](=[CH:13][C:14]([S:18]([OH:21])(=[O:20])=[O:19])=[CH:15][CH:16]=2)[C:11]([CH3:29])([CH2:22][CH2:23][CH2:24][S:25]([OH:28])(=[O:27])=[O:26])[C:10]=1/[CH:30]=[CH:31]/[CH:32]=[CH:33]/[CH:34]=[CH:35]/NC1C=CC=CC=1)([OH:3])=[O:2].[CH3:43][O:44][CH2:45][CH2:46][N+:47]1[C:55]2[C:50](=[CH:51][C:52]([S:56]([OH:59])(=[O:58])=[O:57])=[CH:53][CH:54]=2)[C:49]([CH3:67])([CH2:60][CH2:61][CH2:62][S:63]([OH:66])(=[O:65])=[O:64])[C:48]=1[CH3:68].C([O-])(=O)C.[Na+:73].C(OCC)C, predict the reaction product. The product is: [Na+:73].[Na+:73].[Na+:73].[C:1]([CH2:4][CH2:5][CH2:6][CH2:7][CH2:8][N:9]1[C:17]2[C:12](=[CH:13][C:14]([S:18]([OH:21])(=[O:20])=[O:19])=[CH:15][CH:16]=2)[C:11]([CH3:29])([CH2:22][CH2:23][CH2:24][S:25]([OH:28])(=[O:26])=[O:27])/[C:10]/1=[CH:30]\[CH:31]=[CH:32]\[CH:33]=[CH:34]\[CH:35]=[CH:68]\[C:48]1[C:49]([CH3:67])([CH2:60][CH2:61][CH2:62][S:63]([OH:66])(=[O:65])=[O:64])[C:50]2[C:55](=[CH:54][CH:53]=[C:52]([S:56]([OH:59])(=[O:57])=[O:58])[CH:51]=2)[N+:47]=1[CH2:46][CH2:45][O:44][CH3:43])([OH:3])=[O:2].